From a dataset of Catalyst prediction with 721,799 reactions and 888 catalyst types from USPTO. Predict which catalyst facilitates the given reaction. (1) Product: [Cl:38][C:23]1[S:22][C:21]([C:18]2[CH:19]=[CH:20][C:15]([C:12]3[CH:11]=[CH:10][C:9]([C:6]4([C:4]([OH:5])=[O:3])[CH2:8][CH2:7]4)=[CH:14][CH:13]=3)=[CH:16][CH:17]=2)=[C:25]([NH:26][C:27]([O:29][C@@H:30]([C:32]2[C:36]([CH3:37])=[CH:35][S:34][CH:33]=2)[CH3:31])=[O:28])[CH:24]=1. Reactant: C([O:3][C:4]([C:6]1([C:9]2[CH:14]=[CH:13][C:12]([C:15]3[CH:20]=[CH:19][C:18]([C:21]4[S:22][C:23]([Cl:38])=[CH:24][C:25]=4[NH:26][C:27]([O:29][C@@H:30]([C:32]4[C:36]([CH3:37])=[CH:35][S:34][CH:33]=4)[CH3:31])=[O:28])=[CH:17][CH:16]=3)=[CH:11][CH:10]=2)[CH2:8][CH2:7]1)=[O:5])C.[OH-].[Na+].Cl. The catalyst class is: 32. (2) Reactant: Br[C:2]1[CH:10]=[C:9]2[C:5]([CH2:6][CH2:7][C:8]2([CH3:12])[CH3:11])=[CH:4][CH:3]=1.C([Li])CCC.[N:18]([C:27]([O:29][C:30]([CH3:33])([CH3:32])[CH3:31])=[O:28])=[N:19][C:20]([O:22][C:23]([CH3:26])([CH3:25])[CH3:24])=[O:21]. Product: [CH3:11][C:8]1([CH3:12])[C:9]2[C:5](=[CH:4][CH:3]=[C:2]([N:18]([C:27]([O:29][C:30]([CH3:33])([CH3:32])[CH3:31])=[O:28])[NH:19][C:20]([O:22][C:23]([CH3:24])([CH3:25])[CH3:26])=[O:21])[CH:10]=2)[CH2:6][CH2:7]1. The catalyst class is: 7. (3) Reactant: [NH2:1][C:2]1[CH:7]=[CH:6][C:5]([NH:8][C:9]([C:11]2[C:12]([C:17]3[CH:22]=[CH:21][C:20]([CH2:23][CH3:24])=[CH:19][CH:18]=3)=[CH:13][CH:14]=[CH:15][CH:16]=2)=[O:10])=[CH:4][CH:3]=1.Cl.[N:26]1[CH:31]=[CH:30][CH:29]=[CH:28][C:27]=1[CH2:32][C:33](O)=[O:34].C1C=CC2N(O)N=NC=2C=1.CCN=C=NCCCN(C)C.Cl. Product: [CH2:23]([C:20]1[CH:19]=[CH:18][C:17]([C:12]2[C:11]([C:9]([NH:8][C:5]3[CH:6]=[CH:7][C:2]([NH:1][C:33](=[O:34])[CH2:32][C:27]4[CH:28]=[CH:29][CH:30]=[CH:31][N:26]=4)=[CH:3][CH:4]=3)=[O:10])=[CH:16][CH:15]=[CH:14][CH:13]=2)=[CH:22][CH:21]=1)[CH3:24]. The catalyst class is: 289. (4) Reactant: [H-].[Na+].[CH2:3]([OH:10])[C:4]1[CH:9]=[CH:8][CH:7]=[CH:6][CH:5]=1.Cl[C:12]1[CH:19]=[N:18][CH:17]=[CH:16][C:13]=1[C:14]#[N:15]. Product: [CH2:3]([O:10][C:12]1[CH:19]=[N:18][CH:17]=[CH:16][C:13]=1[C:14]#[N:15])[C:4]1[CH:9]=[CH:8][CH:7]=[CH:6][CH:5]=1. The catalyst class is: 3. (5) Reactant: [NH2:1][CH2:2][CH2:3][CH2:4][CH2:5][N:6]1[C:18]2[C:17]3[CH:16]=[CH:15][C:14]([Br:19])=[CH:13][C:12]=3[N:11]=[C:10]([NH2:20])[C:9]=2[N:8]=[C:7]1[CH2:21][O:22][CH2:23][CH3:24].[CH:25]([N:28]=[C:29]=[O:30])([CH3:27])[CH3:26]. Product: [NH2:20][C:10]1[C:9]2[N:8]=[C:7]([CH2:21][O:22][CH2:23][CH3:24])[N:6]([CH2:5][CH2:4][CH2:3][CH2:2][NH:1][C:29]([NH:28][CH:25]([CH3:27])[CH3:26])=[O:30])[C:18]=2[C:17]2[CH:16]=[CH:15][C:14]([Br:19])=[CH:13][C:12]=2[N:11]=1. The catalyst class is: 22.